From a dataset of Full USPTO retrosynthesis dataset with 1.9M reactions from patents (1976-2016). Predict the reactants needed to synthesize the given product. (1) Given the product [C:1]([O:5][C:6](=[O:20])[NH:7][CH2:8][CH2:9][CH2:10][N:11]([CH2:28][C:23]1[C:22]([CH3:21])=[CH:27][CH:26]=[CH:25][N:24]=1)[CH:12]([C:14]1[CH:19]=[CH:18][CH:17]=[CH:16][N:15]=1)[CH3:13])([CH3:2])([CH3:3])[CH3:4], predict the reactants needed to synthesize it. The reactants are: [C:1]([O:5][C:6](=[O:20])[NH:7][CH2:8][CH2:9][CH2:10][NH:11][CH:12]([C:14]1[CH:19]=[CH:18][CH:17]=[CH:16][N:15]=1)[CH3:13])([CH3:4])([CH3:3])[CH3:2].[CH3:21][C:22]1[C:23]([CH:28]=O)=[N:24][CH:25]=[CH:26][CH:27]=1.[BH-](OC(C)=O)(OC(C)=O)OC(C)=O.[Na+]. (2) The reactants are: CCN(C(C)C)C(C)C.[CH:10]1[C:22]2[NH:21][C:20]3[C:15](=[CH:16][CH:17]=[CH:18][CH:19]=3)[C:14]=2[CH:13]=[C:12]([C:23]([OH:25])=O)[CH:11]=1.C1C=CC2N(O)N=NC=2C=1.CCN=C=NCCCN(C)C.Cl.[NH2:48][CH2:49][C:50]([N:52]1[CH2:57][CH2:56][CH:55]([O:58][C:59]2[CH:64]=[CH:63][CH:62]=[C:61]([C:65]([F:68])([F:67])[F:66])[CH:60]=2)[CH2:54][CH2:53]1)=[O:51]. Given the product [O:51]=[C:50]([N:52]1[CH2:53][CH2:54][CH:55]([O:58][C:59]2[CH:64]=[CH:63][CH:62]=[C:61]([C:65]([F:68])([F:66])[F:67])[CH:60]=2)[CH2:56][CH2:57]1)[CH2:49][NH:48][C:23]([C:12]1[CH:11]=[CH:10][C:22]2[NH:21][C:20]3[C:15]([C:14]=2[CH:13]=1)=[CH:16][CH:17]=[CH:18][CH:19]=3)=[O:25], predict the reactants needed to synthesize it. (3) Given the product [N+:21]([C:9]1[CH:10]=[C:11]([N+:18]([O-:20])=[O:19])[C:12]2[C:17](=[CH:16][CH:15]=[CH:14][CH:13]=2)[C:8]=1[CH:25]([C:26]([O:28][CH2:29][CH3:30])=[O:27])[C:24]([O:32][C:33]([CH3:36])([CH3:34])[CH3:35])=[O:31])([O-:23])=[O:22], predict the reactants needed to synthesize it. The reactants are: C([O-])([O-])=O.[K+].[K+].Cl[C:8]1[C:17]2[C:12](=[CH:13][CH:14]=[CH:15][CH:16]=2)[C:11]([N+:18]([O-:20])=[O:19])=[CH:10][C:9]=1[N+:21]([O-:23])=[O:22].[C:24]([O:32][C:33]([CH3:36])([CH3:35])[CH3:34])(=[O:31])[CH2:25][C:26]([O:28][CH2:29][CH3:30])=[O:27]. (4) Given the product [CH:1]([NH:4][C:5]([C:7]1[C:8]([NH:17][C:18]([C:20]2[N:21]([C:29]3[C:34]([Cl:35])=[CH:33][CH:32]=[CH:31][N:30]=3)[N:22]=[C:23]([C:25]([F:28])([F:26])[F:27])[CH:24]=2)=[O:19])=[C:9]([Cl:16])[CH:10]=[C:11]2[C:15]=1[N:14]([CH2:45][O:46][CH3:47])[N:13]=[CH:12]2)=[O:6])([CH3:3])[CH3:2], predict the reactants needed to synthesize it. The reactants are: [CH:1]([NH:4][C:5]([C:7]1[C:8]([NH:17][C:18]([C:20]2[N:21]([C:29]3[C:34]([Cl:35])=[CH:33][CH:32]=[CH:31][N:30]=3)[N:22]=[C:23]([C:25]([F:28])([F:27])[F:26])[CH:24]=2)=[O:19])=[C:9]([Cl:16])[CH:10]=[C:11]2[C:15]=1[NH:14][N:13]=[CH:12]2)=[O:6])([CH3:3])[CH3:2].[OH-].[K+].CC([O-])(C)C.[K+].Cl[CH2:45][O:46][CH3:47].